This data is from Forward reaction prediction with 1.9M reactions from USPTO patents (1976-2016). The task is: Predict the product of the given reaction. (1) Given the reactants [N:1]1[CH:6]=[CH:5][CH:4]=[CH:3][C:2]=1C(O)=O.C([N:12]([CH2:15]C)CC)C.C1(P(N=[N+]=[N-])(C2C=CC=CC=2)=[O:24])C=CC=CC=1.[C:34]([C:38]1[CH:43]=[CH:42][C:41]([S:44]([NH:47][C:48]2[N:52]([CH3:53])[N:51]=[C:50]([O:54][CH2:55][CH2:56][OH:57])[C:49]=2[C:58]2[CH:63]=[CH:62][C:61]([CH3:64])=[CH:60][CH:59]=2)(=[O:46])=[O:45])=[CH:40][CH:39]=1)([CH3:37])([CH3:36])[CH3:35], predict the reaction product. The product is: [C:34]([C:38]1[CH:39]=[CH:40][C:41]([S:44]([NH:47][C:48]2[N:52]([CH3:53])[N:51]=[C:50]([O:54][CH2:55][CH2:56][O:57][C:15](=[O:24])[NH:12][C:2]3[CH:3]=[CH:4][CH:5]=[CH:6][N:1]=3)[C:49]=2[C:58]2[CH:63]=[CH:62][C:61]([CH3:64])=[CH:60][CH:59]=2)(=[O:45])=[O:46])=[CH:42][CH:43]=1)([CH3:37])([CH3:36])[CH3:35]. (2) Given the reactants C(OC([N:8]1[CH2:13][CH2:12][C:11]2[N:14](CC3C=CC(OC)=CC=3)[N:15]=[C:16]([CH:17]=[CH:18][CH2:19][CH3:20])[C:10]=2[CH2:9]1)=O)(C)(C)C, predict the reaction product. The product is: [CH:17]([C:16]1[C:10]2[CH2:9][NH:8][CH2:13][CH2:12][C:11]=2[NH:14][N:15]=1)=[CH:18][CH2:19][CH3:20]. (3) Given the reactants [NH2:1][C:2]([NH2:4])=[S:3].[C:5]([O:13][CH2:14][C@@H:15]([O:20][C:21](=[O:28])[C:22]1[CH:27]=[CH:26][CH:25]=[CH:24][CH:23]=1)[C:16](=O)[CH2:17]Br)(=O)[C:6]1[CH:11]=[CH:10][CH:9]=[CH:8][CH:7]=1, predict the reaction product. The product is: [C:21]([O:20][C@@H:15]([C:16]1[N:1]=[C:2]([NH2:4])[S:3][CH:17]=1)[CH2:14][O:13][CH2:5][C:6]1[CH:11]=[CH:10][CH:9]=[CH:8][CH:7]=1)(=[O:28])[C:22]1[CH:23]=[CH:24][CH:25]=[CH:26][CH:27]=1. (4) Given the reactants [CH3:1][C:2]1[C:11]2[C:10]([S:12]([Cl:15])(=[O:14])=[O:13])=[CH:9][CH:8]=[CH:7][C:6]=2[CH:5]=[N:4][CH:3]=1.[C:16]([O:20][C:21]([NH:23][C@H:24]1[CH2:29][CH2:28][CH2:27][NH:26][CH2:25]1)=[O:22])([CH3:19])([CH3:18])[CH3:17], predict the reaction product. The product is: [C:16]([O:20][C:21]([NH:23][C@H:24]1[CH2:29][CH2:28][CH2:27][N:26]([S:12]([C:10]2[C:11]3[C:2]([CH3:1])=[CH:3][N:4]=[CH:5][C:6]=3[CH:7]=[CH:8][CH:9]=2)(=[O:14])=[O:13])[CH2:25]1)=[O:22])([CH3:19])([CH3:17])[CH3:18].[NH2:23][C@H:24]1[CH2:29][CH2:28][CH2:27][N:26]([S:12]([C:10]2[C:11]3[C:2]([CH3:1])=[CH:3][N:4]=[CH:5][C:6]=3[CH:7]=[CH:8][CH:9]=2)(=[O:14])=[O:13])[CH2:25]1.[ClH:15]. (5) The product is: [CH3:22][O:21][C:18]1[CH:19]=[CH:20][C:15]([C:8]2[CH:9]=[CH:10][C:5]([C:3]([O:2][CH3:1])=[O:4])=[CH:6][CH:7]=2)=[N:16][CH:17]=1. Given the reactants [CH3:1][O:2][C:3]([C:5]1[CH:10]=[CH:9][C:8](B(O)O)=[CH:7][CH:6]=1)=[O:4].Br[C:15]1[CH:20]=[CH:19][C:18]([O:21][CH3:22])=[CH:17][N:16]=1, predict the reaction product. (6) Given the reactants [Br:1][C:2]1[CH:3]=[C:4]([C:8]2([C:18]3[CH:23]=[CH:22][CH:21]=[C:20]([OH:24])[CH:19]=3)[C:12]3=[N:13][CH2:14][CH2:15][CH2:16][N:11]3[C:10](=[S:17])[NH:9]2)[CH:5]=[CH:6][CH:7]=1.[CH2:25]([S:28](Cl)(=[O:30])=[O:29])[CH2:26][CH3:27], predict the reaction product. The product is: [CH2:25]([S:28]([O:24][C:20]1[CH:21]=[CH:22][CH:23]=[C:18]([C:8]2([C:4]3[CH:5]=[CH:6][CH:7]=[C:2]([Br:1])[CH:3]=3)[C:12]3=[N:13][CH2:14][CH2:15][CH2:16][N:11]3[C:10](=[S:17])[NH:9]2)[CH:19]=1)(=[O:30])=[O:29])[CH2:26][CH3:27]. (7) Given the reactants [CH3:1][C:2]1[CH:7]=[CH:6][CH:5]=[C:4]([CH3:8])[C:3]=1[C:9]1[N:14]=[C:13]([O:15]C)[C:12]([CH2:17][O:18][C:19]2[CH:24]=[C:23]([CH:25]([CH3:27])[CH3:26])[CH:22]=[CH:21][C:20]=2[CH3:28])=[C:11]([CH3:29])[N:10]=1.Cl, predict the reaction product. The product is: [CH3:1][C:2]1[CH:7]=[CH:6][CH:5]=[C:4]([CH3:8])[C:3]=1[C:9]1[N:14]=[C:13]([OH:15])[C:12]([CH2:17][O:18][C:19]2[CH:24]=[C:23]([CH:25]([CH3:26])[CH3:27])[CH:22]=[CH:21][C:20]=2[CH3:28])=[C:11]([CH3:29])[N:10]=1. (8) Given the reactants CN(C)CCCN=C=NCC.[O:12]([CH2:19][CH2:20][NH:21][C:22]1[N:23]=[CH:24][C:25](/[CH:28]=[CH:29]/[C:30]([OH:32])=O)=[N:26][CH:27]=1)[C:13]1[CH:18]=[CH:17][CH:16]=[CH:15][CH:14]=1.[O:33]1[CH2:38][CH2:37][CH2:36][CH2:35][CH:34]1[O:39][NH2:40].C1C=CC2N(O)N=NC=2C=1, predict the reaction product. The product is: [O:12]([CH2:19][CH2:20][NH:21][C:22]1[N:23]=[CH:24][C:25](/[CH:28]=[CH:29]/[C:30]([NH:40][O:39][CH:34]2[CH2:35][CH2:36][CH2:37][CH2:38][O:33]2)=[O:32])=[N:26][CH:27]=1)[C:13]1[CH:14]=[CH:15][CH:16]=[CH:17][CH:18]=1. (9) Given the reactants CO[C:3]1([C:11]2[CH:16]=[CH:15][C:14]([S:17][CH3:18])=[CH:13][CH:12]=2)[C:5]2([CH2:10][CH2:9][CH2:8][CH2:7][CH2:6]2)[O:4]1.[CH2:19]([NH:21][CH2:22][CH3:23])[CH3:20], predict the reaction product. The product is: [CH2:19]([N:21]([CH2:22][CH3:23])[C:5]1([C:3]([C:11]2[CH:16]=[CH:15][C:14]([S:17][CH3:18])=[CH:13][CH:12]=2)=[O:4])[CH2:10][CH2:9][CH2:8][CH2:7][CH2:6]1)[CH3:20].